Dataset: Reaction yield outcomes from USPTO patents with 853,638 reactions. Task: Predict the reaction yield, written as a fraction of the theoretical maximum amount of product (1.0 means a 100% yield; for example, 0.34 means a 34% yield). (1) The reactants are [CH3:1][S:2][C:3](SC)=[C:4]([S:7]([C:10]1[CH:15]=[CH:14][CH:13]=[C:12]([C:16]([F:19])([F:18])[F:17])[CH:11]=1)(=[O:9])=[O:8])[C:5]#[N:6].[Cl:22][C:23]1[CH:28]=[C:27]([C:29]([F:32])([F:31])[F:30])[CH:26]=[C:25]([Cl:33])[C:24]=1[NH:34][NH2:35].O. The catalyst is C(O)C. The product is [NH2:6][C:5]1[N:34]([C:24]2[C:23]([Cl:22])=[CH:28][C:27]([C:29]([F:30])([F:32])[F:31])=[CH:26][C:25]=2[Cl:33])[N:35]=[C:3]([S:2][CH3:1])[C:4]=1[S:7]([C:10]1[CH:15]=[CH:14][CH:13]=[C:12]([C:16]([F:18])([F:19])[F:17])[CH:11]=1)(=[O:9])=[O:8]. The yield is 0.400. (2) The reactants are [NH2:1][C:2]1[CH:7]=[CH:6][N:5]([CH:8]2[CH2:12][O:11][CH:10]([CH2:13][OH:14])[O:9]2)[C:4](=[O:15])[N:3]=1.[C:16]1([CH2:22][CH2:23][CH2:24][CH2:25][CH2:26][CH2:27][CH2:28][C:29](O)=[O:30])[CH:21]=[CH:20][CH:19]=[CH:18][CH:17]=1.CCN=C=NCCCN(C)C.C([O-])(O)=O.[Na+]. The catalyst is CN(C1C=CN=CC=1)C.CN(C=O)C. The product is [NH2:1][C:2]1[CH:7]=[CH:6][N:5]([CH:8]2[CH2:12][O:11][CH:10]([CH2:13][O:14][C:29](=[O:30])[CH2:28][CH2:27][CH2:26][CH2:25][CH2:24][CH2:23][CH2:22][C:16]3[CH:17]=[CH:18][CH:19]=[CH:20][CH:21]=3)[O:9]2)[C:4](=[O:15])[N:3]=1. The yield is 0.160. (3) The reactants are [Cl:1][C:2]1[N:7]=[C:6]([C:8]2[CH:14]=[CH:13][C:11]([NH2:12])=[CH:10][CH:9]=2)[CH:5]=[CH:4][N:3]=1.C[C:16]1(C)[C:20]([CH3:22])([CH3:21])OB(C2C=CC(N)=CC=2)[O:17]1.ClC1N=C(Cl)C=CN=1.C([O-])(O)=O.[Na+]. The catalyst is CC#N.O.CCOC(C)=O.C1C=CC([P]([Pd]([P](C2C=CC=CC=2)(C2C=CC=CC=2)C2C=CC=CC=2)([P](C2C=CC=CC=2)(C2C=CC=CC=2)C2C=CC=CC=2)[P](C2C=CC=CC=2)(C2C=CC=CC=2)C2C=CC=CC=2)(C2C=CC=CC=2)C2C=CC=CC=2)=CC=1. The product is [Cl:1][C:2]1[N:7]=[C:6]([C:8]2[CH:14]=[CH:13][C:11]([NH:12][C:16](=[O:17])[CH:20]([CH3:22])[CH3:21])=[CH:10][CH:9]=2)[CH:5]=[CH:4][N:3]=1. The yield is 0.560. (4) The reactants are [F:1][C:2]1[CH:8]=[C:7]([I:9])[CH:6]=[CH:5][C:3]=1[NH2:4].[C:10](OC(=O)C)(=[O:12])[CH3:11]. The catalyst is O1CCCC1. The product is [F:1][C:2]1[CH:8]=[C:7]([I:9])[CH:6]=[CH:5][C:3]=1[NH:4][C:10](=[O:12])[CH3:11]. The yield is 0.920. (5) The reactants are [CH3:1][O:2][C:3]1[CH:4]=[C:5]2[C:10](=[CH:11][CH:12]=1)[NH:9][C:8](=[O:13])[CH:7]=[CH:6]2.[H-].[Na+].Br[CH2:17][CH2:18][CH2:19]Cl.C([O-])([O-])=O.[K+].[K+].[CH2:27]([CH:31]1[CH2:36][CH2:35][NH:34][CH2:33][CH2:32]1)[CH2:28][CH2:29][CH3:30]. The catalyst is CCOCC.CC#N.CCOC(C)=O. The product is [CH2:27]([CH:31]1[CH2:36][CH2:35][N:34]([CH2:17][CH2:18][CH2:19][N:9]2[C:10]3[C:5](=[CH:4][C:3]([O:2][CH3:1])=[CH:12][CH:11]=3)[CH:6]=[CH:7][C:8]2=[O:13])[CH2:33][CH2:32]1)[CH2:28][CH2:29][CH3:30]. The yield is 0.440. (6) The reactants are [NH2:1][C:2]1[N:3]=[C:4]2[CH:9]=[CH:8][C:7]([O:10][C:11]3[CH:12]=[C:13]([NH:17][C:18]([C:20]4[C:25]([CH3:26])=[CH:24][CH:23]=[CH:22][N:21]=4)=[O:19])[CH:14]=[CH:15][CH:16]=3)=[CH:6][N:5]2[CH:27]=1.[CH3:28][O:29][CH2:30][C:31](Cl)=[O:32].CO.C(=O)([O-])[O-].[Na+].[Na+]. The catalyst is CN(C)C(=O)C.O1CCCC1. The product is [CH3:28][O:29][CH2:30][C:31]([NH:1][C:2]1[N:3]=[C:4]2[CH:9]=[CH:8][C:7]([O:10][C:11]3[CH:12]=[C:13]([NH:17][C:18]([C:20]4[C:25]([CH3:26])=[CH:24][CH:23]=[CH:22][N:21]=4)=[O:19])[CH:14]=[CH:15][CH:16]=3)=[CH:6][N:5]2[CH:27]=1)=[O:32]. The yield is 0.230. (7) The reactants are C1(P(C2C=CC=CC=2)C2C=CC=CC=2)C=CC=CC=1.[OH:20][C:21]1[C:22]([CH2:34][CH:35]=[C:36]([CH3:39])[CH2:37]O)=[C:23]([O:32][CH3:33])[C:24]([CH3:31])=[C:25]2[C:29]=1[C:28](=[O:30])[O:27][CH2:26]2.C(Br)(Br)(Br)[Br:41]. The catalyst is ClCCl. The product is [Br:41][CH2:37][C:36]([CH3:39])=[CH:35][CH2:34][C:22]1[C:21]([OH:20])=[C:29]2[C:25]([CH2:26][O:27][C:28]2=[O:30])=[C:24]([CH3:31])[C:23]=1[O:32][CH3:33]. The yield is 0.420. (8) The reactants are [CH3:1][C:2]1[CH:7]=[C:6]([CH3:8])[NH:5][C:4](=[O:9])[C:3]=1[CH2:10][NH:11][C:12]([C:14]1[C:15]([CH3:43])=[C:16]([N:28]([CH3:42])[CH:29]2[CH2:34][CH2:33][N:32](C(OC(C)(C)C)=O)[CH2:31][CH2:30]2)[CH:17]=[C:18]([C:20]2[CH:21]=[N:22][C:23]([CH:26]=O)=[CH:24][CH:25]=2)[CH:19]=1)=[O:13].[NH:44]1[CH2:49][CH2:48][O:47][CH2:46][CH2:45]1.CO.C(O)(=O)C.[BH3-]C#N.[Na+]. No catalyst specified. The product is [CH3:1][C:2]1[CH:7]=[C:6]([CH3:8])[NH:5][C:4](=[O:9])[C:3]=1[CH2:10][NH:11][C:12](=[O:13])[C:14]1[CH:19]=[C:18]([C:20]2[CH:21]=[N:22][C:23]([CH2:26][N:44]3[CH2:49][CH2:48][O:47][CH2:46][CH2:45]3)=[CH:24][CH:25]=2)[CH:17]=[C:16]([N:28]([CH3:42])[CH:29]2[CH2:34][CH2:33][NH:32][CH2:31][CH2:30]2)[C:15]=1[CH3:43]. The yield is 0.658.